This data is from Full USPTO retrosynthesis dataset with 1.9M reactions from patents (1976-2016). The task is: Predict the reactants needed to synthesize the given product. (1) The reactants are: [O:1]=[C:2]1[N:6]([C:7]2[CH:12]=[CH:11][CH:10]=[CH:9][CH:8]=2)[CH:5]([C:13](O)=[O:14])[CH2:4][N:3]1[S:16]([C:19]1[CH:24]=[CH:23][CH:22]=[CH:21][C:20]=1[C:25]([F:28])([F:27])[F:26])(=[O:18])=[O:17].[CH3:29][C:30]1[CH:35]=[CH:34][C:33]([CH3:36])=[CH:32][C:31]=1[N:37]1[CH2:42][CH2:41][NH:40][CH2:39][CH2:38]1. Given the product [CH3:29][C:30]1[CH:35]=[CH:34][C:33]([CH3:36])=[CH:32][C:31]=1[N:37]1[CH2:38][CH2:39][N:40]([C:13]([CH:5]2[CH2:4][N:3]([S:16]([C:19]3[CH:24]=[CH:23][CH:22]=[CH:21][C:20]=3[C:25]([F:26])([F:28])[F:27])(=[O:18])=[O:17])[C:2](=[O:1])[N:6]2[C:7]2[CH:8]=[CH:9][CH:10]=[CH:11][CH:12]=2)=[O:14])[CH2:41][CH2:42]1, predict the reactants needed to synthesize it. (2) The reactants are: C1(C)C=CC(S([CH:10](O)[C@H:11]2[O:15][C@@H:14]([N:16]3[CH:24]=[C:22]([CH3:23])[C:20](=[O:21])[NH:19][C:17]3=[O:18])[CH2:13][C@@H:12]2[OH:25])(=O)=O)=CC=1.CN(C=O)C.[N-:33]=[N+:34]=[N-:35].[Na+]. Given the product [N:33]([CH2:10][C@H:11]1[O:15][C@@H:14]([N:16]2[CH:24]=[C:22]([CH3:23])[C:20](=[O:21])[NH:19][C:17]2=[O:18])[CH2:13][C@@H:12]1[OH:25])=[N+:34]=[N-:35], predict the reactants needed to synthesize it.